Predict the reactants needed to synthesize the given product. From a dataset of Full USPTO retrosynthesis dataset with 1.9M reactions from patents (1976-2016). (1) The reactants are: Cl[C:2]1[C:7]([N+:8]([O-:10])=[O:9])=[CH:6][CH:5]=[C:4]([Cl:11])[N:3]=1.[Cl:12][C:13]1[C:18]([Cl:19])=[CH:17][CH2:16][CH2:15][C:14]=1[CH2:20][NH2:21].C([O-])([O-])=O.[K+].[K+].O. Given the product [Cl:11][C:4]1[N:3]=[C:2]([NH:21][CH2:20][C:14]2[CH:15]=[CH:16][CH:17]=[C:18]([Cl:19])[C:13]=2[Cl:12])[C:7]([N+:8]([O-:10])=[O:9])=[CH:6][CH:5]=1, predict the reactants needed to synthesize it. (2) Given the product [CH2:19]([O:18][C:16]([N:6]1[C:5]2[C:14](=[CH:1][CH:2]=[CH:3][CH:4]=2)[N:13]([C:16]([O:18][CH2:19][CH3:20])=[O:17])[C:12]2[CH:11]=[CH:10][CH:9]=[CH:8][C:7]1=2)=[O:17])[CH3:20], predict the reactants needed to synthesize it. The reactants are: [CH:1]1[C:14]2[NH:13][C:12]3[C:7](=[CH:8][CH:9]=[CH:10][CH:11]=3)[NH:6][C:5]=2[CH:4]=[CH:3][CH:2]=1.Cl[C:16]([O:18][CH2:19][CH3:20])=[O:17]. (3) The reactants are: O.Cl.[NH:3]1[CH2:8][CH2:7][C:6](=O)[CH2:5][CH2:4]1.[CH:10](=O)[CH:11]1[CH2:16][CH:15]=[CH:14][CH2:13][CH2:12]1.C(O[BH-](OC(=O)C)OC(=O)C)(=O)C.[Na+].[NH2:32][C:33]1[CH:34]=[C:35]2[C:39](=[CH:40][CH:41]=1)[NH:38][N:37]=[CH:36]2.C(=O)([O-])O.[Na+]. Given the product [CH:11]1([CH2:10][N:3]2[CH2:8][CH2:7][CH:6]([NH:32][C:33]3[CH:34]=[C:35]4[C:39](=[CH:40][CH:41]=3)[NH:38][N:37]=[CH:36]4)[CH2:5][CH2:4]2)[CH2:16][CH2:15][CH2:14][CH:13]=[CH:12]1, predict the reactants needed to synthesize it. (4) Given the product [C:8]([C:7]1[C:2]([F:1])=[C:3]([C:11]2[N:15]([S:16]([C:19]3[CH:20]=[N:21][CH:22]=[CH:23][CH:24]=3)(=[O:17])=[O:18])[CH:14]=[C:13]([CH2:25][N:26]([CH3:34])[C:27](=[O:33])[O:28][C:29]([CH3:31])([CH3:32])[CH3:30])[CH:12]=2)[CH:4]=[CH:5][CH:6]=1)#[N:9], predict the reactants needed to synthesize it. The reactants are: [F:1][C:2]1[C:7]([CH:8]=[N:9]O)=[CH:6][CH:5]=[CH:4][C:3]=1[C:11]1[N:15]([S:16]([C:19]2[CH:20]=[N:21][CH:22]=[CH:23][CH:24]=2)(=[O:18])=[O:17])[CH:14]=[C:13]([CH2:25][N:26]([CH3:34])[C:27](=[O:33])[O:28][C:29]([CH3:32])([CH3:31])[CH3:30])[CH:12]=1.C(N(CC)CC)C.CS(Cl)(=O)=O.O. (5) Given the product [CH3:1][C:2]1[CH:7]=[C:6]([CH3:8])[CH:5]=[CH:4][C:3]=1[N:9]([CH2:47][CH:48]([CH3:50])[CH3:49])[S:10]([C:13]1[CH:14]=[CH:15][C:16]([C:19]([OH:46])([CH3:45])[CH2:20][C:21]2[N:22]=[N:23][NH:24][N:25]=2)=[CH:17][CH:18]=1)(=[O:11])=[O:12], predict the reactants needed to synthesize it. The reactants are: [CH3:1][C:2]1[CH:7]=[C:6]([CH3:8])[CH:5]=[CH:4][C:3]=1[N:9]([CH2:47][CH:48]([CH3:50])[CH3:49])[S:10]([C:13]1[CH:18]=[CH:17][C:16]([C:19]([OH:46])([CH3:45])[CH2:20][C:21]2[N:22]=[N:23][N:24](C(C3C=CC=CC=3)(C3C=CC=CC=3)C3C=CC=CC=3)[N:25]=2)=[CH:15][CH:14]=1)(=[O:12])=[O:11].Cl.C(O)(C)C.C(O)=O. (6) Given the product [Cl:1][C:2]1[CH:3]=[N:4][N:5]([CH3:17])[C:6]=1[C:7]1[CH:8]=[C:9]([C:14]([NH:18][C@@H:19]([CH2:32][C:33]2[CH:38]=[CH:37][CH:36]=[CH:35][C:34]=2[C:39]([F:42])([F:40])[F:41])[CH2:20][N:21]2[C:29](=[O:30])[C:28]3[C:23](=[CH:24][CH:25]=[CH:26][CH:27]=3)[C:22]2=[O:31])=[O:16])[S:10][C:11]=1[O:12][CH3:13], predict the reactants needed to synthesize it. The reactants are: [Cl:1][C:2]1[CH:3]=[N:4][N:5]([CH3:17])[C:6]=1[C:7]1[CH:8]=[C:9]([C:14]([OH:16])=O)[S:10][C:11]=1[O:12][CH3:13].[NH2:18][C@@H:19]([CH2:32][C:33]1[CH:38]=[CH:37][CH:36]=[CH:35][C:34]=1[C:39]([F:42])([F:41])[F:40])[CH2:20][N:21]1[C:29](=[O:30])[C:28]2[C:23](=[CH:24][CH:25]=[CH:26][CH:27]=2)[C:22]1=[O:31].C1CN([P+](Br)(N2CCCC2)N2CCCC2)CC1.F[P-](F)(F)(F)(F)F.CCN(C(C)C)C(C)C.